This data is from Full USPTO retrosynthesis dataset with 1.9M reactions from patents (1976-2016). The task is: Predict the reactants needed to synthesize the given product. Given the product [CH:1]([O:4][C:5]([N:7]1[CH2:12][CH2:11][CH:10]([O:13][C:14]2[C:19]([CH3:20])=[C:18]([O:21][C:22]3[C:23]([CH3:29])=[N:24][C:25]([S:36][CH2:37][CH2:38][OH:39])=[CH:26][CH:27]=3)[N:17]=[CH:16][N:15]=2)[CH2:9][CH2:8]1)=[O:6])([CH3:3])[CH3:2], predict the reactants needed to synthesize it. The reactants are: [CH:1]([O:4][C:5]([N:7]1[CH2:12][CH2:11][CH:10]([O:13][C:14]2[C:19]([CH3:20])=[C:18]([O:21][C:22]3[C:23]([CH3:29])=[N:24][C:25](Cl)=[CH:26][CH:27]=3)[N:17]=[CH:16][N:15]=2)[CH2:9][CH2:8]1)=[O:6])([CH3:3])[CH3:2].C(=O)([O-])[O-].[K+].[K+].[SH:36][CH2:37][CH2:38][OH:39].